From a dataset of Catalyst prediction with 721,799 reactions and 888 catalyst types from USPTO. Predict which catalyst facilitates the given reaction. (1) Reactant: [H-].[Na+].[C:3]([C:6]1[CH:11]=[CH:10][C:9]([C:12]2[CH:17]=[CH:16][CH:15]=[CH:14][CH:13]=2)=[CH:8][CH:7]=1)(=[O:5])[CH3:4].[C:18](=O)([O:21]C)[O:19][CH3:20].C(=O)([O-])O.[Na+]. Product: [C:9]1([C:12]2[CH:17]=[CH:16][CH:15]=[CH:14][CH:13]=2)[CH:10]=[CH:11][C:6]([C:3](=[O:5])[CH2:4][C:18]([O:19][CH3:20])=[O:21])=[CH:7][CH:8]=1. The catalyst class is: 9. (2) Reactant: [CH:1]([N-]C(C)C)(C)[CH3:2].[Li+].CN1CCCN(C)C1=O.[F:18][CH:19]([F:38])[C:20]1[N:25]=[C:24]([CH:26]2[CH2:31][CH2:30][CH:29]([CH2:32][C:33]([O:35][CH2:36][CH3:37])=[O:34])[CH2:28][CH2:27]2)[CH:23]=[CH:22][CH:21]=1.ICC. Product: [F:38][CH:19]([F:18])[C:20]1[N:25]=[C:24]([CH:26]2[CH2:27][CH2:28][CH:29]([CH:32]([CH2:1][CH3:2])[C:33]([O:35][CH2:36][CH3:37])=[O:34])[CH2:30][CH2:31]2)[CH:23]=[CH:22][CH:21]=1. The catalyst class is: 1. (3) Reactant: [Mg].Br[C:3]1[CH:4]=[C:5]([O:9][CH3:10])[CH:6]=[CH:7][CH:8]=1.[CH2:11]([N:18]1[CH2:23][CH2:22][CH2:21][C:20](=[O:24])[CH2:19]1)[C:12]1[CH:17]=[CH:16][CH:15]=[CH:14][CH:13]=1. Product: [CH2:11]([N:18]1[CH2:23][CH2:22][CH2:21][C:20]([C:3]2[CH:8]=[CH:7][CH:6]=[C:5]([O:9][CH3:10])[CH:4]=2)([OH:24])[CH2:19]1)[C:12]1[CH:13]=[CH:14][CH:15]=[CH:16][CH:17]=1. The catalyst class is: 1. (4) Reactant: [Br:1][C:2]1[S:6][C:5]([C:7]([O:9][CH3:10])=[O:8])=[C:4]([NH:11]C(=O)C(F)(F)F)[CH:3]=1.C(=O)([O-])[O-].[K+].[K+].CO. Product: [NH2:11][C:4]1[CH:3]=[C:2]([Br:1])[S:6][C:5]=1[C:7]([O:9][CH3:10])=[O:8]. The catalyst class is: 6. (5) Reactant: [C:1]([O:5][C:6]([C:8]1[CH:9]=[C:10]2[C:14](=[CH:15][CH:16]=1)[NH:13][CH:12]=[CH:11]2)=[O:7])([CH3:4])([CH3:3])[CH3:2].[Cl:17]N1C(=O)CCC1=O. Product: [C:1]([O:5][C:6]([C:8]1[CH:9]=[C:10]2[C:14](=[CH:15][CH:16]=1)[NH:13][CH:12]=[C:11]2[Cl:17])=[O:7])([CH3:4])([CH3:2])[CH3:3]. The catalyst class is: 5.